Dataset: Forward reaction prediction with 1.9M reactions from USPTO patents (1976-2016). Task: Predict the product of the given reaction. (1) Given the reactants [C:1]([C:4]1[C:22](=[O:23])[C@@:8]2([CH3:24])[C:9]3[C:15]([OH:16])=[CH:14][C:13]([O:17][CH3:18])=[C:12]([C:19]([NH2:21])=[O:20])[C:10]=3[O:11][C:7]2=[CH:6][C:5]=1[OH:25])(=[O:3])[CH3:2].[Cl:26][C:27]1[CH:45]=[CH:44][CH:43]=[CH:42][C:28]=1[O:29][C:30]1[C:39]2[C:34](=[CH:35][CH:36]=[CH:37][CH:38]=2)[C:33]([CH:40]=O)=[CH:32][CH:31]=1.C([SiH](CC)CC)C.FC(F)(F)C(O)=O, predict the reaction product. The product is: [C:1]([C:4]1[C:22](=[O:23])[C@@:8]2([CH3:24])[C:9]3[C:15]([OH:16])=[CH:14][C:13]([O:17][CH3:18])=[C:12]([C:19]([NH:21][CH2:40][C:33]4[C:34]5[C:39](=[CH:38][CH:37]=[CH:36][CH:35]=5)[C:30]([O:29][C:28]5[CH:42]=[CH:43][CH:44]=[CH:45][C:27]=5[Cl:26])=[CH:31][CH:32]=4)=[O:20])[C:10]=3[O:11][C:7]2=[CH:6][C:5]=1[OH:25])(=[O:3])[CH3:2]. (2) Given the reactants Cl[C:2]1[CH:7]=[C:6]([C:8]2[CH:13]=[CH:12][CH:11]=[CH:10][CH:9]=2)[N:5]=[C:4]([NH:14][C:15](=[O:29])[CH2:16][CH2:17][C:18]([C:20]2[CH:21]=[CH:22][C:23]3[O:27][CH2:26][CH2:25][C:24]=3[CH:28]=2)=[O:19])[CH:3]=1.C1(C2C=CC=CC=2)C=CC=CC=1P(C1CCCCC1)C1CCCCC1.C(=O)([O-])[O-].[K+].[K+].CC1(C)C(C)(C)OB([C:69]2[CH:74]=[CH:73][C:72]([N:75]3[CH2:80][CH2:79][O:78][CH2:77][CH2:76]3)=[CH:71][CH:70]=2)O1, predict the reaction product. The product is: [O:27]1[C:23]2[CH:22]=[CH:21][C:20]([C:18](=[O:19])[CH2:17][CH2:16][C:15]([NH:14][C:4]3[CH:3]=[C:2]([C:69]4[CH:70]=[CH:71][C:72]([N:75]5[CH2:76][CH2:77][O:78][CH2:79][CH2:80]5)=[CH:73][CH:74]=4)[CH:7]=[C:6]([C:8]4[CH:13]=[CH:12][CH:11]=[CH:10][CH:9]=4)[N:5]=3)=[O:29])=[CH:28][C:24]=2[CH2:25][CH2:26]1. (3) Given the reactants [NH2:1][C:2]1[CH:7]=[CH:6][C:5]([C:8]2[CH:13]=[CH:12][C:11]([C:14](=[O:26])[CH2:15][CH:16]([CH2:22][CH2:23][O:24][CH3:25])[C:17]([O:19]CC)=[O:18])=[CH:10][CH:9]=2)=[CH:4][CH:3]=1.Cl[C:28]1[S:29][C:30]2[CH:36]=[CH:35][CH:34]=[CH:33][C:31]=2[N:32]=1.[OH-].[Na+].CO, predict the reaction product. The product is: [S:29]1[C:30]2[CH:36]=[CH:35][CH:34]=[CH:33][C:31]=2[N:32]=[C:28]1[NH:1][C:2]1[CH:3]=[CH:4][C:5]([C:8]2[CH:9]=[CH:10][C:11]([C:14](=[O:26])[CH2:15][CH:16]([CH2:22][CH2:23][O:24][CH3:25])[C:17]([OH:19])=[O:18])=[CH:12][CH:13]=2)=[CH:6][CH:7]=1. (4) Given the reactants [NH2:1][CH2:2][CH2:3][CH2:4][N:5]1[C:17]2[C:16]3[CH:15]=[CH:14][CH:13]=[CH:12][C:11]=3[N:10]=[C:9]([NH2:18])[C:8]=2[N:7]=[C:6]1[CH2:19][CH2:20][O:21][CH3:22].[C:23]1([CH3:33])[CH:28]=[CH:27][C:26]([S:29](Cl)(=[O:31])=[O:30])=[CH:25][CH:24]=1, predict the reaction product. The product is: [NH2:18][C:9]1[C:8]2[N:7]=[C:6]([CH2:19][CH2:20][O:21][CH3:22])[N:5]([CH2:4][CH2:3][CH2:2][NH:1][S:29]([C:26]3[CH:27]=[CH:28][C:23]([CH3:33])=[CH:24][CH:25]=3)(=[O:31])=[O:30])[C:17]=2[C:16]2[CH:15]=[CH:14][CH:13]=[CH:12][C:11]=2[N:10]=1. (5) Given the reactants [Li+].C[Si]([N-][Si](C)(C)C)(C)C.[O:11]=[C:12]1[CH2:17][CH2:16][CH2:15][N:14]([C:18]([O:20][C:21]([CH3:24])([CH3:23])[CH3:22])=[O:19])[CH2:13]1.[F:25][C:26]([F:45])([F:44])[S:27](N(C1C=CC=CC=1)[S:27]([C:26]([F:45])([F:44])[F:25])(=[O:29])=[O:28])(=[O:29])=[O:28], predict the reaction product. The product is: [F:25][C:26]([F:45])([F:44])[S:27]([O:11][C:12]1[CH2:13][N:14]([C:18]([O:20][C:21]([CH3:24])([CH3:23])[CH3:22])=[O:19])[CH2:15][CH2:16][CH:17]=1)(=[O:29])=[O:28]. (6) Given the reactants [F:1][C:2]1[CH:10]=[C:9]([CH3:11])[CH:8]=[CH:7][C:3]=1[C:4]([OH:6])=O.ON1C2C=CC=CC=2N=N1.Cl.CN(C)CCCN=C=NCC.C(N(CC)CC)C.[CH:41]1([NH:44][C@H:45]2[CH2:50][CH2:49][C@H:48]([CH2:51][C:52]([O:54][CH3:55])=[O:53])[CH2:47][CH2:46]2)[CH2:43][CH2:42]1, predict the reaction product. The product is: [CH:41]1([N:44]([C@H:45]2[CH2:50][CH2:49][C@H:48]([CH2:51][C:52]([O:54][CH3:55])=[O:53])[CH2:47][CH2:46]2)[C:4](=[O:6])[C:3]2[CH:7]=[CH:8][C:9]([CH3:11])=[CH:10][C:2]=2[F:1])[CH2:42][CH2:43]1. (7) Given the reactants [F:1][CH:2]([F:17])[O:3][C:4]1[CH:11]=[CH:10][C:7]([CH:8]=[O:9])=[CH:6][C:5]=1[CH:12]1[O:16][CH2:15][CH2:14][O:13]1.[BH4-].[Na+], predict the reaction product. The product is: [F:17][CH:2]([F:1])[O:3][C:4]1[CH:11]=[CH:10][C:7]([CH2:8][OH:9])=[CH:6][C:5]=1[CH:12]1[O:13][CH2:14][CH2:15][O:16]1. (8) Given the reactants C([O:8][C:9]1[CH:10]=[C:11]([CH:34]=[CH:35][CH:36]=1)[CH2:12][C@@H:13]1[CH2:18][C@@H:17]([C:19]2[CH:24]=[CH:23][C:22]([O:25][CH3:26])=[C:21]([O:27][CH:28]3[CH2:32][CH2:31][CH2:30][CH2:29]3)[CH:20]=2)[CH2:16][NH:15][C:14]1=[O:33])C1C=CC=CC=1.CO, predict the reaction product. The product is: [CH:28]1([O:27][C:21]2[CH:20]=[C:19]([C@H:17]3[CH2:16][NH:15][C:14](=[O:33])[C@H:13]([CH2:12][C:11]4[CH:34]=[CH:35][CH:36]=[C:9]([OH:8])[CH:10]=4)[CH2:18]3)[CH:24]=[CH:23][C:22]=2[O:25][CH3:26])[CH2:29][CH2:30][CH2:31][CH2:32]1. (9) Given the reactants [CH:1]1[CH:2]=[CH:3][N:4]2[CH2:10][C:9]3[CH:11]=[CH:12][CH:13]=[CH:14][C:8]=3[N:7]([C:15]([C:17]3[CH:22]=[CH:21][C:20](B4OC(C)(C)C(C)(C)O4)=[CH:19][C:18]=3[Cl:32])=[O:16])[CH2:6][C:5]=12.FC(F)(F)S(O[C:39]1[C:48]2[C:43](=[CH:44][CH:45]=[CH:46][CH:47]=2)[CH:42]=[CH:41][CH:40]=1)(=O)=O, predict the reaction product. The product is: [CH:1]1[CH:2]=[CH:3][N:4]2[CH2:10][C:9]3[CH:11]=[CH:12][CH:13]=[CH:14][C:8]=3[N:7]([C:15]([C:17]3[CH:22]=[CH:21][C:20]([C:42]4[C:43]5[C:48](=[CH:47][CH:46]=[CH:45][CH:44]=5)[CH2:39][CH2:40][CH:41]=4)=[CH:19][C:18]=3[Cl:32])=[O:16])[CH2:6][C:5]=12. (10) The product is: [NH2:13][C:4]1[C:5]([CH3:8])=[N:6][S:7][C:3]=1[NH:2][C:9](=[O:11])[CH3:10]. Given the reactants Cl.[NH2:2][C:3]1[S:7][N:6]=[C:5]([CH3:8])[CH:4]=1.[C:9](Cl)(=[O:11])[CH3:10].[N:13]1C=CC=CC=1, predict the reaction product.